From a dataset of NCI-60 drug combinations with 297,098 pairs across 59 cell lines. Regression. Given two drug SMILES strings and cell line genomic features, predict the synergy score measuring deviation from expected non-interaction effect. (1) Drug 1: C1=NC2=C(N=C(N=C2N1C3C(C(C(O3)CO)O)F)Cl)N. Drug 2: C1=CN(C=N1)CC(O)(P(=O)(O)O)P(=O)(O)O. Cell line: SNB-19. Synergy scores: CSS=35.5, Synergy_ZIP=-0.265, Synergy_Bliss=4.79, Synergy_Loewe=-54.7, Synergy_HSA=2.84. (2) Drug 1: C1=NC2=C(N=C(N=C2N1C3C(C(C(O3)CO)O)O)F)N. Drug 2: C1=CC=C(C(=C1)C(C2=CC=C(C=C2)Cl)C(Cl)Cl)Cl. Cell line: MDA-MB-231. Synergy scores: CSS=4.69, Synergy_ZIP=-4.28, Synergy_Bliss=-1.16, Synergy_Loewe=-9.96, Synergy_HSA=-2.71. (3) Drug 1: C1=CC(=CC=C1CC(C(=O)O)N)N(CCCl)CCCl.Cl. Drug 2: CC1=C(N=C(N=C1N)C(CC(=O)N)NCC(C(=O)N)N)C(=O)NC(C(C2=CN=CN2)OC3C(C(C(C(O3)CO)O)O)OC4C(C(C(C(O4)CO)O)OC(=O)N)O)C(=O)NC(C)C(C(C)C(=O)NC(C(C)O)C(=O)NCCC5=NC(=CS5)C6=NC(=CS6)C(=O)NCCC[S+](C)C)O. Cell line: SW-620. Synergy scores: CSS=27.0, Synergy_ZIP=-4.96, Synergy_Bliss=2.50, Synergy_Loewe=-1.74, Synergy_HSA=-0.957. (4) Cell line: 786-0. Synergy scores: CSS=8.75, Synergy_ZIP=-5.79, Synergy_Bliss=-3.49, Synergy_Loewe=-10.8, Synergy_HSA=-1.46. Drug 2: CN(CCCl)CCCl.Cl. Drug 1: COC1=CC(=CC(=C1O)OC)C2C3C(COC3=O)C(C4=CC5=C(C=C24)OCO5)OC6C(C(C7C(O6)COC(O7)C8=CC=CS8)O)O. (5) Drug 1: CN(C)C1=NC(=NC(=N1)N(C)C)N(C)C. Drug 2: CN1C2=C(C=C(C=C2)N(CCCl)CCCl)N=C1CCCC(=O)O.Cl. Cell line: HL-60(TB). Synergy scores: CSS=-3.97, Synergy_ZIP=3.18, Synergy_Bliss=7.20, Synergy_Loewe=1.18, Synergy_HSA=2.90. (6) Synergy scores: CSS=32.9, Synergy_ZIP=1.95, Synergy_Bliss=-0.0353, Synergy_Loewe=-29.1, Synergy_HSA=-1.59. Cell line: SF-268. Drug 1: COC1=NC(=NC2=C1N=CN2C3C(C(C(O3)CO)O)O)N. Drug 2: CC1CCCC2(C(O2)CC(NC(=O)CC(C(C(=O)C(C1O)C)(C)C)O)C(=CC3=CSC(=N3)C)C)C. (7) Drug 1: C1=NC2=C(N1)C(=S)N=C(N2)N. Drug 2: C1=NC(=NC(=O)N1C2C(C(C(O2)CO)O)O)N. Cell line: NCI-H226. Synergy scores: CSS=7.62, Synergy_ZIP=-4.33, Synergy_Bliss=0.205, Synergy_Loewe=-3.76, Synergy_HSA=-1.30. (8) Drug 1: CN(CC1=CN=C2C(=N1)C(=NC(=N2)N)N)C3=CC=C(C=C3)C(=O)NC(CCC(=O)O)C(=O)O. Drug 2: B(C(CC(C)C)NC(=O)C(CC1=CC=CC=C1)NC(=O)C2=NC=CN=C2)(O)O. Cell line: SW-620. Synergy scores: CSS=68.2, Synergy_ZIP=-1.08, Synergy_Bliss=-2.87, Synergy_Loewe=-5.24, Synergy_HSA=-1.50.